Dataset: Peptide-MHC class I binding affinity with 185,985 pairs from IEDB/IMGT. Task: Regression. Given a peptide amino acid sequence and an MHC pseudo amino acid sequence, predict their binding affinity value. This is MHC class I binding data. (1) The peptide sequence is RSEVELCIY. The MHC is HLA-B27:05 with pseudo-sequence HLA-B27:05. The binding affinity (normalized) is 0.0847. (2) The peptide sequence is TTADHMHML. The MHC is HLA-A02:06 with pseudo-sequence HLA-A02:06. The binding affinity (normalized) is 1.00. (3) The peptide sequence is IYDFYNAEY. The MHC is HLA-B15:09 with pseudo-sequence HLA-B15:09. The binding affinity (normalized) is 0.0847. (4) The peptide sequence is TSFYLISIF. The MHC is H-2-Kb with pseudo-sequence H-2-Kb. The binding affinity (normalized) is 0.356.